From a dataset of Forward reaction prediction with 1.9M reactions from USPTO patents (1976-2016). Predict the product of the given reaction. (1) Given the reactants [CH2:1]1CCN(C(N=NC(N2CCCCC2)=O)=O)CC1.[CH2:19]([N:23]1[C:27]2[CH:28]=[C:29]([C:32]3[NH:36][N:35]=[C:34]([OH:37])[CH:33]=3)[CH:30]=[CH:31][C:26]=2[N:25]=[CH:24]1)[CH:20]([CH3:22])[CH3:21].CO.C(P(CCCC)CCCC)CCC, predict the reaction product. The product is: [CH2:19]([N:23]1[C:27]2[CH:28]=[C:29]([C:32]3[NH:36][N:35]=[C:34]([O:37][CH3:1])[CH:33]=3)[CH:30]=[CH:31][C:26]=2[N:25]=[CH:24]1)[CH:20]([CH3:22])[CH3:21]. (2) Given the reactants Br[CH2:2][C:3](Br)=[O:4].[CH2:6]([NH:8][CH2:9][CH3:10])[CH3:7].[CH3:11][O:12][C:13]1[CH:18]=[CH:17][C:16]([NH2:19])=[CH:15][CH:14]=1.[C:20]([C:24]1[CH:29]=[CH:28][C:27]([S:30](Cl)(=[O:32])=[O:31])=[CH:26][CH:25]=1)([CH3:23])([CH3:22])[CH3:21], predict the reaction product. The product is: [C:20]([C:24]1[CH:29]=[CH:28][C:27]([S:30]([N:19]([C:16]2[CH:17]=[CH:18][C:13]([O:12][CH3:11])=[CH:14][CH:15]=2)[CH2:2][C:3]([N:8]([CH2:9][CH3:10])[CH2:6][CH3:7])=[O:4])(=[O:32])=[O:31])=[CH:26][CH:25]=1)([CH3:23])([CH3:21])[CH3:22].